Dataset: Catalyst prediction with 721,799 reactions and 888 catalyst types from USPTO. Task: Predict which catalyst facilitates the given reaction. Reactant: Cl[C:2]([O:4][C:5]1[CH:10]=[CH:9][CH:8]=[CH:7][CH:6]=1)=[O:3].[CH3:11][O:12][C:13]1[CH:19]=[CH:18][C:17]([N:20]2[CH2:25][CH2:24][O:23][CH2:22][CH2:21]2)=[CH:16][C:14]=1[NH2:15].C([O-])(O)=O.[Na+]. Product: [C:5]1([O:4][C:2](=[O:3])[NH:15][C:14]2[CH:16]=[C:17]([N:20]3[CH2:21][CH2:22][O:23][CH2:24][CH2:25]3)[CH:18]=[CH:19][C:13]=2[O:12][CH3:11])[CH:10]=[CH:9][CH:8]=[CH:7][CH:6]=1. The catalyst class is: 677.